Dataset: Full USPTO retrosynthesis dataset with 1.9M reactions from patents (1976-2016). Task: Predict the reactants needed to synthesize the given product. (1) Given the product [C:23]1([N:22]([C:18]2[CH:19]=[CH:20][CH:21]=[C:16]([CH3:15])[CH:17]=2)[C:2]2[CH:7]=[CH:6][C:5]([C:8]3[CH:13]=[CH:12][C:11]([N:22]([C:23]4[CH:24]=[CH:25][CH:26]=[CH:27][CH:28]=4)[C:18]4[CH:19]=[CH:20][CH:21]=[C:16]([CH3:15])[CH:17]=4)=[CH:10][CH:9]=3)=[CH:4][CH:3]=2)[CH:28]=[CH:27][CH:26]=[CH:25][CH:24]=1, predict the reactants needed to synthesize it. The reactants are: I[C:2]1[CH:7]=[CH:6][C:5]([C:8]2[CH:13]=[CH:12][C:11](I)=[CH:10][CH:9]=2)=[CH:4][CH:3]=1.[CH3:15][C:16]1[CH:17]=[C:18]([NH:22][C:23]2[CH:28]=[CH:27][CH:26]=[CH:25][CH:24]=2)[CH:19]=[CH:20][CH:21]=1.[OH-].[K+]. (2) Given the product [NH2:1][C:2]1[C:12]2[C:11](=[O:13])[NH:10][CH2:9][CH2:8][N:7]([C:16](=[O:17])[C:15]([F:26])([F:25])[F:14])[C:6]=2[CH:5]=[CH:4][CH:3]=1, predict the reactants needed to synthesize it. The reactants are: [NH2:1][C:2]1[C:12]2[C:11](=[O:13])[NH:10][CH2:9][CH2:8][NH:7][C:6]=2[CH:5]=[CH:4][CH:3]=1.[F:14][C:15]([F:26])([F:25])[C:16](O[C:16](=[O:17])[C:15]([F:26])([F:25])[F:14])=[O:17].N1C=CC=CC=1. (3) Given the product [Cl:20][C:5]1[CH:6]=[C:7]([C:8]([C:10]2[C:15]([CH:16]=[CH2:17])=[CH:14][N:13]=[C:12]([O:18][CH3:19])[CH:11]=2)=[O:9])[C:2]([CH:21]=[CH2:22])=[N:3][CH:4]=1, predict the reactants needed to synthesize it. The reactants are: Cl[C:2]1[C:7]([C:8]([C:10]2[C:15]([CH:16]=[CH2:17])=[CH:14][N:13]=[C:12]([O:18][CH3:19])[CH:11]=2)=[O:9])=[CH:6][C:5]([Cl:20])=[CH:4][N:3]=1.[CH:21]([B-](F)(F)F)=[CH2:22].[K+]. (4) Given the product [C:26]([O:30][C:31]([N:33]1[CH2:38][CH2:37][CH:36]([O:25][C:18]2[CH:19]=[CH:20][C:21]([N+:22]([O-:24])=[O:23])=[C:16]([CH3:15])[CH:17]=2)[CH2:35][CH2:34]1)=[O:32])([CH3:29])([CH3:27])[CH3:28], predict the reactants needed to synthesize it. The reactants are: N(C(OC(C)C)=O)=NC(OC(C)C)=O.[CH3:15][C:16]1[CH:17]=[C:18]([OH:25])[CH:19]=[CH:20][C:21]=1[N+:22]([O-:24])=[O:23].[C:26]([O:30][C:31]([N:33]1[CH2:38][CH2:37][CH:36](O)[CH2:35][CH2:34]1)=[O:32])([CH3:29])([CH3:28])[CH3:27].C1(P(C2C=CC=CC=2)C2C=CC=CC=2)C=CC=CC=1. (5) Given the product [C:1]1([C:7]2[C:15]3[C:10](=[CH:11][CH:12]=[CH:13][CH:14]=3)[NH:9][C:8]=2[CH2:16][S:20][CH2:19][C:18]([O:22][CH2:27][CH3:28])=[O:21])[CH:2]=[CH:3][CH:4]=[CH:5][CH:6]=1, predict the reactants needed to synthesize it. The reactants are: [C:1]1([C:7]2[C:15]3[C:10](=[CH:11][CH:12]=[CH:13][CH:14]=3)[NH:9][C:8]=2[CH2:16]O)[CH:6]=[CH:5][CH:4]=[CH:3][CH:2]=1.[C:18]([OH:22])(=[O:21])[CH2:19][SH:20].B(F)(F)F.[CH3:27][CH2:28]OCC.Cl. (6) Given the product [OH:19][CH2:20][C:21]1[CH:26]=[CH:25][C:24]([C:2]2[C:10]3[N:9]4[CH2:11][CH2:12][NH:13][C:14](=[O:15])[C:8]4=[C:7]([CH3:16])[C:6]=3[CH:5]=[C:4]([C:17]#[N:18])[CH:3]=2)=[CH:23][CH:22]=1, predict the reactants needed to synthesize it. The reactants are: Br[C:2]1[C:10]2[N:9]3[CH2:11][CH2:12][NH:13][C:14](=[O:15])[C:8]3=[C:7]([CH3:16])[C:6]=2[CH:5]=[C:4]([C:17]#[N:18])[CH:3]=1.[OH:19][CH2:20][C:21]1[CH:26]=[CH:25][C:24](B(O)O)=[CH:23][CH:22]=1. (7) Given the product [C:25]([C:19]1([NH:18][C:15]([C:7]2[CH:6]=[CH:5][C:4]([CH:1]3[CH2:2][CH2:3]3)=[C:9]([O:10][CH2:11][CH:12]3[CH2:13][CH2:14]3)[N:8]=2)=[O:17])[CH2:24][CH2:23][O:22][CH2:21][CH2:20]1)(=[O:26])[NH2:27], predict the reactants needed to synthesize it. The reactants are: [CH:1]1([C:4]2[CH:5]=[CH:6][C:7]([C:15]([OH:17])=O)=[N:8][C:9]=2[O:10][CH2:11][CH:12]2[CH2:14][CH2:13]2)[CH2:3][CH2:2]1.[NH2:18][C:19]1([C:25]([NH2:27])=[O:26])[CH2:24][CH2:23][O:22][CH2:21][CH2:20]1. (8) Given the product [F:27][C:23]1[C:22]([CH3:28])=[C:21]([CH:26]=[CH:25][CH:24]=1)[CH2:20][C:6]1[C:5]([C:3]([OH:4])=[O:2])=[C:13]2[N:8]([C:7]=1[C:14]1[CH:19]=[CH:18][CH:17]=[CH:16][CH:15]=1)[CH:9]=[CH:10][CH:11]=[CH:12]2, predict the reactants needed to synthesize it. The reactants are: C[O:2][C:3]([C:5]1[C:6]([CH2:20][C:21]2[CH:26]=[CH:25][CH:24]=[C:23]([F:27])[C:22]=2[CH3:28])=[C:7]([C:14]2[CH:19]=[CH:18][CH:17]=[CH:16][CH:15]=2)[N:8]2[C:13]=1[CH:12]=[CH:11][CH:10]=[CH:9]2)=[O:4].[OH-].[Na+].Cl. (9) The reactants are: [Br:1][C:2]1[C:7]([C:8]([NH2:10])=O)=[CH:6][C:5]([NH:11][C:12]([NH:14][CH2:15][CH3:16])=[O:13])=[N:4][CH:3]=1.COC1C=CC(P2(SP(C3C=CC(OC)=CC=3)(=S)S2)=[S:26])=CC=1. Given the product [Br:1][C:2]1[C:7]([C:8](=[S:26])[NH2:10])=[CH:6][C:5]([NH:11][C:12]([NH:14][CH2:15][CH3:16])=[O:13])=[N:4][CH:3]=1, predict the reactants needed to synthesize it. (10) Given the product [CH3:28][C:24]1([CH3:27])[O:25][C@H:26]2[C@@H:19]([O:18][Si:5]([C:1]([CH3:2])([CH3:4])[CH3:3])([C:12]3[CH:17]=[CH:16][CH:15]=[CH:14][CH:13]=3)[C:6]3[CH:7]=[CH:8][CH:9]=[CH:10][CH:11]=3)[C:20]([B:54]3[O:55][C:56]([CH3:58])([CH3:57])[C:52]([CH3:59])([CH3:51])[O:53]3)=[C:21]([CH2:29][O:30][C:31]([C:32]3[CH:33]=[CH:34][CH:35]=[CH:36][CH:37]=3)([C:38]3[CH:43]=[CH:42][CH:41]=[CH:40][CH:39]=3)[C:44]3[CH:49]=[CH:48][CH:47]=[CH:46][CH:45]=3)[C@H:22]2[O:23]1, predict the reactants needed to synthesize it. The reactants are: [C:1]([Si:5]([O:18][C@@H:19]1[C@H:26]2[C@H:22]([O:23][C:24]([CH3:28])([CH3:27])[O:25]2)[C:21]([CH2:29][O:30][C:31]([C:44]2[CH:49]=[CH:48][CH:47]=[CH:46][CH:45]=2)([C:38]2[CH:43]=[CH:42][CH:41]=[CH:40][CH:39]=2)[C:32]2[CH:37]=[CH:36][CH:35]=[CH:34][CH:33]=2)=[C:20]1I)([C:12]1[CH:17]=[CH:16][CH:15]=[CH:14][CH:13]=1)[C:6]1[CH:11]=[CH:10][CH:9]=[CH:8][CH:7]=1)([CH3:4])([CH3:3])[CH3:2].[CH3:51][C:52]1([CH3:59])[C:56]([CH3:58])([CH3:57])[O:55][BH:54][O:53]1.